This data is from Forward reaction prediction with 1.9M reactions from USPTO patents (1976-2016). The task is: Predict the product of the given reaction. Given the reactants C([NH:4][C:5]1[C:14]2[C:9](=[CH:10][C:11]([O:15][CH3:16])=[CH:12][CH:13]=2)[C:8]([C:17]2[CH:22]=[CH:21][CH:20]=[CH:19][CH:18]=2)=[C:7]([C:23]#[N:24])[N:6]=1)C=C.[CH3:25][C:26]([CH3:28])=[O:27].C[N+]1([O-])CC[O:33]CC1.[O-]S([O-])=O.[Na+].[Na+], predict the reaction product. The product is: [OH:27][CH:26]([CH2:28][OH:33])[CH2:25][NH:4][C:5]1[C:14]2[C:9](=[CH:10][C:11]([O:15][CH3:16])=[CH:12][CH:13]=2)[C:8]([C:17]2[CH:22]=[CH:21][CH:20]=[CH:19][CH:18]=2)=[C:7]([C:23]#[N:24])[N:6]=1.